Dataset: Reaction yield outcomes from USPTO patents with 853,638 reactions. Task: Predict the reaction yield, written as a fraction of the theoretical maximum amount of product (1.0 means a 100% yield; for example, 0.34 means a 34% yield). (1) The reactants are [Br:1][C:2]1[CH:3]=[C:4]([OH:23])[C:5]([NH:8][C:9]2[S:13][N:12]=[C:11]([CH:14]3[CH2:19][CH2:18][N:17]([C:20](=[O:22])[CH3:21])[CH2:16][CH2:15]3)[N:10]=2)=[N:6][CH:7]=1.[N:24]1[CH:29]=[CH:28][CH:27]=[C:26]2[CH:30](O)[CH2:31][CH2:32][C:25]=12.C1(P(C2C=CC=CC=2)C2C=CC=CC=2)C=CC=CC=1.N(C(OC(C)C)=O)=NC(OC(C)C)=O. The catalyst is C1COCC1.O. The product is [Br:1][C:2]1[CH:3]=[C:4]([O:23][CH:30]2[C:26]3[C:25](=[N:24][CH:29]=[CH:28][CH:27]=3)[CH2:32][CH2:31]2)[C:5]([NH:8][C:9]2[S:13][N:12]=[C:11]([CH:14]3[CH2:19][CH2:18][N:17]([C:20](=[O:22])[CH3:21])[CH2:16][CH2:15]3)[N:10]=2)=[N:6][CH:7]=1. The yield is 0.210. (2) The reactants are [NH2:1][C:2]1[CH:11]=[C:10]([F:12])[C:9]([O:13][CH3:14])=[C:8]2[C:3]=1[C:4](=[O:24])[C:5]([C:19]([O:21]CC)=[O:20])=[CH:6][N:7]2[C@@H:15]1[CH2:17][C@@H:16]1[F:18].C(O)(=O)C.Cl. The catalyst is O. The product is [NH2:1][C:2]1[CH:11]=[C:10]([F:12])[C:9]([O:13][CH3:14])=[C:8]2[C:3]=1[C:4](=[O:24])[C:5]([C:19]([OH:21])=[O:20])=[CH:6][N:7]2[C@@H:15]1[CH2:17][C@@H:16]1[F:18]. The yield is 0.510. (3) The reactants are [CH2:1]([CH2:11]/[C:12](/[CH3:22])=[CH:13]/[CH2:14][CH2:15]/[C:16](/[CH3:21])=[CH:17]/[C:18]([OH:20])=[O:19])/[CH:2]=[C:3](/[CH2:5][CH2:6][CH:7]=[C:8]([CH3:10])[CH3:9])\[CH3:4].[OH:23][CH2:24][C:25]([CH2:30]O)([CH2:28][OH:29])[CH2:26][OH:27].OCC(CO)O. No catalyst specified. The product is [CH3:21][C:16]([CH2:15][CH2:14][CH:13]=[C:12]([CH3:22])[CH2:11][CH2:1][CH:2]=[C:3]([CH3:4])[CH2:5][CH2:6][CH:7]=[C:8]([CH3:10])[CH3:9])=[CH:17][C:18]([O:20][CH2:30][C:25]([CH2:28][OH:29])([CH2:26][OH:27])[CH2:24][OH:23])=[O:19]. The yield is 0.240. (4) The reactants are [C:1]([O:5][C:6]([N:8]1[C:17]2[C:12](=[CH:13][CH:14]=[CH:15][CH:16]=2)[C:11](O)([CH3:18])[CH2:10][CH2:9]1)=[O:7])([CH3:4])([CH3:3])[CH3:2].OS(O)(=O)=O. The catalyst is C(OCC)(=O)C.[Pd]. The product is [C:1]([O:5][C:6]([N:8]1[C:17]2[C:12](=[CH:13][CH:14]=[CH:15][CH:16]=2)[CH:11]([CH3:18])[CH2:10][CH2:9]1)=[O:7])([CH3:4])([CH3:2])[CH3:3]. The yield is 0.920. (5) The reactants are [C:1]1([C:13]([OH:15])=O)[C:11]2=[C:12]3[C:7](=[CH:8][CH:9]=[CH:10]2)[CH2:6][CH2:5][CH2:4][N:3]3[CH:2]=1.Cl.[NH:17]1[CH2:22][CH2:21][CH:20]([CH2:23][CH2:24][C:25]([O:27][CH3:28])=[O:26])[CH2:19][CH2:18]1. No catalyst specified. The product is [C:1]1([C:13]([N:17]2[CH2:22][CH2:21][CH:20]([CH2:23][CH2:24][C:25]([O:27][CH3:28])=[O:26])[CH2:19][CH2:18]2)=[O:15])[C:11]2=[C:12]3[C:7](=[CH:8][CH:9]=[CH:10]2)[CH2:6][CH2:5][CH2:4][N:3]3[CH:2]=1. The yield is 0.380.